This data is from Reaction yield outcomes from USPTO patents with 853,638 reactions. The task is: Predict the reaction yield, written as a fraction of the theoretical maximum amount of product (1.0 means a 100% yield; for example, 0.34 means a 34% yield). (1) The reactants are [CH3:1][N:2]1[CH:6]=[CH:5][N:4]=[C:3]1[CH:7]1[CH:16]([C:17]2[N:18]([CH3:22])[CH:19]=[CH:20][N:21]=2)[C:15](=O)[C:14]2[C:13]([C:24](OCC)=[O:25])=[CH:12][CH:11]=[CH:10][C:9]=2[NH:8]1.O.[NH2:30][NH2:31]. The catalyst is CO. The product is [CH3:1][N:2]1[CH:6]=[CH:5][N:4]=[C:3]1[CH:7]1[NH:8][C:9]2[C:14]3[C:15](=[N:30][NH:31][C:24](=[O:25])[C:13]=3[CH:12]=[CH:11][CH:10]=2)[CH:16]1[C:17]1[N:18]([CH3:22])[CH:19]=[CH:20][N:21]=1. The yield is 0.410. (2) The product is [C:1]([C:5]1[O:9][N:8]=[C:7]([NH:10][C:11]([NH:13][C:14]2[CH:19]=[CH:18][CH:17]=[C:16]([S:20][C:21]3[C:30]4[C:25](=[CH:26][CH:27]=[C:28]([O:31][CH2:32][CH2:33][CH2:34][N:38]5[CH2:43][CH2:42][S:41](=[O:45])(=[O:44])[CH2:40][CH2:39]5)[CH:29]=4)[N:24]=[CH:23][N:22]=3)[CH:15]=2)=[O:12])[CH:6]=1)([CH3:3])([CH3:2])[CH3:4]. The catalyst is [I-].C([N+](CCCC)(CCCC)CCCC)CCC.CN(C=O)C. The yield is 0.430. The reactants are [C:1]([C:5]1[O:9][N:8]=[C:7]([NH:10][C:11]([NH:13][C:14]2[CH:19]=[CH:18][CH:17]=[C:16]([S:20][C:21]3[C:30]4[C:25](=[CH:26][C:27](OC)=[C:28]([O:31][CH2:32][CH2:33][CH2:34]Cl)[CH:29]=4)[N:24]=[CH:23][N:22]=3)[CH:15]=2)=[O:12])[CH:6]=1)([CH3:4])([CH3:3])[CH3:2].[NH:38]1[CH2:43][CH2:42][S:41](=[O:45])(=[O:44])[CH2:40][CH2:39]1.CCN(C(C)C)C(C)C.